Dataset: Full USPTO retrosynthesis dataset with 1.9M reactions from patents (1976-2016). Task: Predict the reactants needed to synthesize the given product. (1) Given the product [CH2:1]1[C:10]2[C:5](=[CH:6][CH:7]=[CH:8][CH:9]=2)[CH2:4][CH2:3][N:2]1[C:11]1[C:12]([C:25]2[CH:26]=[CH:27][CH:28]=[CH:29][CH:30]=2)=[N:13][C:14]2[C:19]([N:20]=1)=[CH:18][C:17]([C:21]([OH:23])=[O:22])=[CH:16][CH:15]=2, predict the reactants needed to synthesize it. The reactants are: [CH2:1]1[C:10]2[C:5](=[CH:6][CH:7]=[CH:8][CH:9]=2)[CH2:4][CH2:3][N:2]1[C:11]1[C:12]([C:25]2[CH:30]=[CH:29][CH:28]=[CH:27][CH:26]=2)=[N:13][C:14]2[C:19]([N:20]=1)=[CH:18][C:17]([C:21]([O:23]C)=[O:22])=[CH:16][CH:15]=2.[OH-].[Na+]. (2) Given the product [CH:2]1[C:7]([CH2:8][C@H:9]([NH2:13])[C:10]([OH:12])=[O:11])=[CH:6][CH:5]=[C:4]([N:14]([CH2:15][CH2:16][Cl:17])[CH2:18][CH2:19][Cl:20])[CH:3]=1, predict the reactants needed to synthesize it. The reactants are: O.[CH:2]1[C:7]([CH2:8][C@H:9]([NH2:13])[C:10]([OH:12])=[O:11])=[CH:6][CH:5]=[C:4]([N:14]([CH2:18][CH2:19][Cl:20])[CH2:15][CH2:16][Cl:17])[CH:3]=1.